Task: Predict the reaction yield, written as a fraction of the theoretical maximum amount of product (1.0 means a 100% yield; for example, 0.34 means a 34% yield).. Dataset: Reaction yield outcomes from USPTO patents with 853,638 reactions (1) The reactants are [C:1]([C:3]1[CH:8]=[CH:7][C:6](/[CH:9]=[CH:10]/[C:11]([O:13][CH3:14])=[O:12])=[CH:5][CH:4]=1)#[N:2].[H][H]. The catalyst is CO.[Pd]. The product is [NH2:2][CH2:1][C:3]1[CH:8]=[CH:7][C:6]([CH2:9][CH2:10][C:11]([O:13][CH3:14])=[O:12])=[CH:5][CH:4]=1. The yield is 0.860. (2) The reactants are [OH-].[Na+].[CH3:3][C:4]1[O:8][C:7]([C:9]2[CH:14]=[CH:13][CH:12]=[CH:11][CH:10]=2)=[N:6][C:5]=1[CH2:15][O:16][C:17]1[CH:18]=[C:19]([CH:36]=[CH:37][CH:38]=1)[CH2:20][O:21]/[N:22]=[C:23](/[C:30]1[CH:35]=[CH:34][CH:33]=[CH:32][CH:31]=1)\[CH2:24][CH2:25][C:26]([O:28]C)=[O:27].CO.Cl. The catalyst is O1CCCC1. The product is [CH3:3][C:4]1[O:8][C:7]([C:9]2[CH:10]=[CH:11][CH:12]=[CH:13][CH:14]=2)=[N:6][C:5]=1[CH2:15][O:16][C:17]1[CH:18]=[C:19]([CH:36]=[CH:37][CH:38]=1)[CH2:20][O:21]/[N:22]=[C:23](/[C:30]1[CH:31]=[CH:32][CH:33]=[CH:34][CH:35]=1)\[CH2:24][CH2:25][C:26]([OH:28])=[O:27]. The yield is 0.820.